This data is from Peptide-MHC class I binding affinity with 185,985 pairs from IEDB/IMGT. The task is: Regression. Given a peptide amino acid sequence and an MHC pseudo amino acid sequence, predict their binding affinity value. This is MHC class I binding data. The peptide sequence is AVAVARVAA. The MHC is HLA-A69:01 with pseudo-sequence HLA-A69:01. The binding affinity (normalized) is 0.0847.